Dataset: Forward reaction prediction with 1.9M reactions from USPTO patents (1976-2016). Task: Predict the product of the given reaction. (1) The product is: [CH3:11][O:10][C:8](=[O:9])[CH2:7][CH2:6][C@H:2]([NH:1][C:22]([C:21]1[CH:25]=[CH:26][C:18]([C:12]2[CH:13]=[CH:14][CH:15]=[CH:16][CH:17]=2)=[CH:19][CH:20]=1)=[O:23])[C:3]([OH:5])=[O:4]. Given the reactants [NH2:1][C@@H:2]([CH2:6][CH2:7][C:8]([O:10][CH3:11])=[O:9])[C:3]([OH:5])=[O:4].[C:12]1([C:18]2[CH:26]=[CH:25][C:21]([C:22](Cl)=[O:23])=[CH:20][CH:19]=2)[CH:17]=[CH:16][CH:15]=[CH:14][CH:13]=1, predict the reaction product. (2) Given the reactants [Cl:1][C:2]1[CH:3]=[C:4]([CH2:17][N:18]2[C:22]([CH3:23])=[CH:21][C:20]([C:24]([O:26][CH2:27][CH3:28])=[O:25])=[N:19]2)[C:5]2[O:9][C:8]([CH:10]3[CH2:15]CCC[CH2:11]3)=[CH:7][C:6]=2[CH:16]=1.Cl[C:30]1C=C(CI)C2OC(C(C)(C)C)=CC=2C=1.[Na+].[I-], predict the reaction product. The product is: [Cl:1][C:2]1[CH:3]=[C:4]([CH2:17][N:18]2[C:22]([CH3:23])=[CH:21][C:20]([C:24]([O:26][CH2:27][CH3:28])=[O:25])=[N:19]2)[C:5]2[O:9][C:8]([C:10]([CH3:15])([CH3:11])[CH3:30])=[CH:7][C:6]=2[CH:16]=1. (3) Given the reactants [CH2:1]([C@H:3]1[C@@:7]([CH2:9][CH3:10])([OH:8])[CH2:6][CH2:5][N:4]1C(OCC1C=CC=CC=1)=O)[CH3:2], predict the reaction product. The product is: [CH2:1]([C@H:3]1[C@@:7]([CH2:9][CH3:10])([OH:8])[CH2:6][CH2:5][NH:4]1)[CH3:2]. (4) Given the reactants [S:1]1[CH:5]=[CH:4][N:3]=[CH:2]1.C([Li])CCC.[O:11]=[C:12]1[CH2:18][CH:17]2[CH:19]([C:20]([O:22][CH2:23][CH3:24])=[O:21])[CH:14]([CH2:15][CH2:16]2)[CH2:13]1, predict the reaction product. The product is: [OH:11][C:12]1([C:2]2[S:1][CH:5]=[CH:4][N:3]=2)[CH2:13][CH:14]2[CH:19]([C:20]([O:22][CH2:23][CH3:24])=[O:21])[CH:17]([CH2:16][CH2:15]2)[CH2:18]1. (5) Given the reactants Br[C:2]1[N:6]([CH2:7][C:8]2[CH:13]=[CH:12][C:11]([O:14][CH3:15])=[CH:10][CH:9]=2)[N:5]=[N:4][N:3]=1.[CH3:16][NH:17][NH2:18], predict the reaction product. The product is: [CH3:15][O:14][C:11]1[CH:12]=[CH:13][C:8]([CH2:7][N:6]2[C:2]([N:17]([CH3:16])[NH2:18])=[N:3][N:4]=[N:5]2)=[CH:9][CH:10]=1. (6) Given the reactants [CH2:1]([P:3]([O-:9])[O:4][CH2:5][CH2:6][CH2:7][CH3:8])[CH3:2].[H-].[Na+].B(F)(F)F.[CH3:16][CH2:17][O:18]CC.C1OC1.[Cl-].[NH4+], predict the reaction product. The product is: [CH2:1]([P:3]([CH2:16][CH2:17][OH:18])(=[O:9])[O:4][CH2:5][CH2:6][CH2:7][CH3:8])[CH3:2].